From a dataset of Full USPTO retrosynthesis dataset with 1.9M reactions from patents (1976-2016). Predict the reactants needed to synthesize the given product. (1) Given the product [CH2:1]([O:3][C:4]1[C:9]([CH2:10][OH:11])=[C:8]([C:12]([F:14])([F:15])[F:13])[N:7]=[CH:6][N:5]=1)[CH3:2], predict the reactants needed to synthesize it. The reactants are: [CH2:1]([O:3][C:4]1[C:9]([CH:10]=[O:11])=[C:8]([C:12]([F:15])([F:14])[F:13])[N:7]=[CH:6][N:5]=1)[CH3:2].[BH4-].[Na+].O. (2) Given the product [F:22][C:5]1[C:6]([C:8]2[CH:13]=[CH:12][C:11]([S:14]([CH:17]([CH3:19])[CH3:18])(=[O:16])=[O:15])=[CH:10][C:9]=2[O:20][CH3:21])=[CH:7][C:2]([B:23]2[O:27][C:26]([CH3:29])([CH3:28])[C:25]([CH3:31])([CH3:30])[O:24]2)=[CH:3][CH:4]=1, predict the reactants needed to synthesize it. The reactants are: Br[C:2]1[CH:3]=[CH:4][C:5]([F:22])=[C:6]([C:8]2[CH:13]=[CH:12][C:11]([S:14]([CH:17]([CH3:19])[CH3:18])(=[O:16])=[O:15])=[CH:10][C:9]=2[O:20][CH3:21])[CH:7]=1.[B:23]1([B:23]2[O:27][C:26]([CH3:29])([CH3:28])[C:25]([CH3:31])([CH3:30])[O:24]2)[O:27][C:26]([CH3:29])([CH3:28])[C:25]([CH3:31])([CH3:30])[O:24]1.C([O-])(=O)C.[K+]. (3) Given the product [Cl:1][C:2]1[CH:7]=[CH:6][CH:5]=[C:4]([Cl:8])[C:3]=1[C:9]1[CH:10]=[C:11]([NH2:12])[NH:15][N:16]=1, predict the reactants needed to synthesize it. The reactants are: [Cl:1][C:2]1[CH:7]=[CH:6][CH:5]=[C:4]([Cl:8])[C:3]=1[C:9](=O)[CH2:10][C:11]#[N:12].O.[NH2:15][NH2:16].